From a dataset of Experimentally validated miRNA-target interactions with 360,000+ pairs, plus equal number of negative samples. Binary Classification. Given a miRNA mature sequence and a target amino acid sequence, predict their likelihood of interaction. The miRNA is hsa-miR-7154-3p with sequence AGGAGGACAAGUUGUGGGAU. The protein sequence of the target gene is MDGRVQLMKALLAGPLRPAARRWRNPIPFPETFDGDTDRLPEFIVQTSSYMFVDENTFSNDALKVTFLITRLTGPALQWVIPYIRKESPLLNDYRGFLAEMKRVFGWEEDEDF. Result: 1 (interaction).